Predict the product of the given reaction. From a dataset of Forward reaction prediction with 1.9M reactions from USPTO patents (1976-2016). (1) Given the reactants [C:1]([O-:24])(=[O:23])[CH2:2][CH2:3][CH2:4][CH2:5][CH2:6][CH2:7][CH2:8][CH2:9][CH2:10][CH2:11][CH2:12][CH2:13][CH2:14][CH2:15][CH2:16][CH2:17][CH2:18][CH2:19][CH2:20][CH2:21][CH3:22].O.[OH-].[Na+:27], predict the reaction product. The product is: [C:1]([O-:24])(=[O:23])[CH2:2][CH2:3][CH2:4][CH2:5][CH2:6][CH2:7][CH2:8][CH2:9][CH2:10][CH2:11][CH2:12][CH2:13][CH2:14][CH2:15][CH2:16][CH2:17][CH2:18][CH2:19][CH2:20][CH2:21][CH3:22].[Na+:27]. (2) Given the reactants CO[C:3]([C:5]1[CH:9]=[C:8]([Br:10])[N:7]([CH:11]([CH3:13])[CH3:12])[C:6]=1[CH:14]([C:16]1[CH:21]=[CH:20][C:19]([Cl:22])=[C:18]([F:23])[CH:17]=1)O)=[O:4].[NH2:24][C:25]1[CH:26]=[C:27]([Cl:33])[C:28](=[O:32])[N:29]([CH3:31])[CH:30]=1.COC(C1C=C(Br)N(C(C)C)C=1C(C1C=CC(Cl)=CC=1)O)=O.CN1C(N)=CC(C)=N1.ClC(N(C)C)=C(C)C, predict the reaction product. The product is: [Br:10][C:8]1[N:7]([CH:11]([CH3:12])[CH3:13])[C:6]2[CH:14]([C:16]3[CH:21]=[CH:20][C:19]([Cl:22])=[C:18]([F:23])[CH:17]=3)[N:24]([C:25]3[CH:26]=[C:27]([Cl:33])[C:28](=[O:32])[N:29]([CH3:31])[CH:30]=3)[C:3](=[O:4])[C:5]=2[CH:9]=1. (3) Given the reactants [CH3:1][O:2][C:3]1[CH:29]=[C:28]([O:30][CH3:31])[CH:27]=[CH:26][C:4]=1[CH2:5][NH:6][C:7]1[N:12]=[C:11]([NH:13][CH2:14][C:15]2[C:20]([F:21])=[CH:19][CH:18]=[CH:17][C:16]=2[F:22])[C:10]([N+:23]([O-])=O)=[CH:9][N:8]=1, predict the reaction product. The product is: [CH3:1][O:2][C:3]1[CH:29]=[C:28]([O:30][CH3:31])[CH:27]=[CH:26][C:4]=1[CH2:5][NH:6][C:7]1[N:12]=[C:11]([NH:13][CH2:14][C:15]2[C:16]([F:22])=[CH:17][CH:18]=[CH:19][C:20]=2[F:21])[C:10]([NH2:23])=[CH:9][N:8]=1. (4) Given the reactants [NH2:1][C:2]1[CH:7]=[CH:6][C:5]([CH2:8][C:9]([OH:11])=[O:10])=[C:4]([Br:12])[CH:3]=1.[CH:13](OCC)(OCC)OCC.[N-:23]=[N+:24]=[N-:25].[Na+], predict the reaction product. The product is: [Br:12][C:4]1[CH:3]=[C:2]([N:1]2[CH:13]=[N:25][N:24]=[N:23]2)[CH:7]=[CH:6][C:5]=1[CH2:8][C:9]([OH:11])=[O:10]. (5) Given the reactants [CH:1]([C:3]1[CH:8]=[CH:7][CH:6]=[C:5]([C:9]([F:12])([F:11])[F:10])[C:4]=1NC(=O)OC(C)(C)C)=O.[C:21]([O:29][CH2:30][CH3:31])(=[O:28])[CH2:22][C:23]([O:25][CH2:26][CH3:27])=[O:24].N1[CH2:37][CH2:36][CH2:35]CC1.[C:38]([OH:46])(=[O:45])C1C=CC=CC=1.[CH:47]1C=CC=CC=1, predict the reaction product. The product is: [C:36]([O:46][C:38]([C:4]1[C:5]([C:9]([F:10])([F:11])[F:12])=[CH:6][CH:7]=[CH:8][C:3]=1[CH:1]=[C:22]([C:23]([O:25][CH2:26][CH3:27])=[O:24])[C:21]([O:29][CH2:30][CH3:31])=[O:28])=[O:45])([CH3:35])([CH3:37])[CH3:47].